Dataset: Reaction yield outcomes from USPTO patents with 853,638 reactions. Task: Predict the reaction yield, written as a fraction of the theoretical maximum amount of product (1.0 means a 100% yield; for example, 0.34 means a 34% yield). The reactants are Br[C:2]1[CH:10]=[CH:9][CH:8]=[C:7]2[C:3]=1[C:4]1([C:20]3=[CH:21][C:22]4[O:26][CH2:25][O:24][C:23]=4[CH:27]=[C:19]3[O:18][CH2:17]1)[C:5](=[O:16])[N:6]2[CH2:11][CH2:12][CH2:13][CH2:14][CH3:15].[NH2:28][C:29]1[CH:30]=[CH:31][C:32]([O:35][CH3:36])=[N:33][CH:34]=1.C1C=CC(P(C2C(C3C(P(C4C=CC=CC=4)C4C=CC=CC=4)=CC=C4C=3C=CC=C4)=C3C(C=CC=C3)=CC=2)C2C=CC=CC=2)=CC=1.C[O-].[Na+]. The catalyst is C1C=CC(/C=C/C(/C=C/C2C=CC=CC=2)=O)=CC=1.C1C=CC(/C=C/C(/C=C/C2C=CC=CC=2)=O)=CC=1.C1C=CC(/C=C/C(/C=C/C2C=CC=CC=2)=O)=CC=1.[Pd].[Pd]. The product is [CH3:36][O:35][C:32]1[N:33]=[CH:34][C:29]([NH:28][C:2]2[CH:10]=[CH:9][CH:8]=[C:7]3[C:3]=2[C:4]2([C:20]4=[CH:21][C:22]5[O:26][CH2:25][O:24][C:23]=5[CH:27]=[C:19]4[O:18][CH2:17]2)[C:5](=[O:16])[N:6]3[CH2:11][CH2:12][CH2:13][CH2:14][CH3:15])=[CH:30][CH:31]=1. The yield is 0.540.